From a dataset of Reaction yield outcomes from USPTO patents with 853,638 reactions. Predict the reaction yield, written as a fraction of the theoretical maximum amount of product (1.0 means a 100% yield; for example, 0.34 means a 34% yield). (1) The reactants are O[C:2]1[CH:3]=[C:4]([NH:8][C:9]2[N:14]=[C:13]([NH:15][C:16]3[CH:21]=[CH:20][CH:19]=[C:18](O)[CH:17]=3)[C:12]([F:23])=[CH:11][N:10]=2)[CH:5]=[CH:6][CH:7]=1.[CH2:24]([N:31]1[CH2:36][CH2:35][N:34](C2C=CC(N)=CC=2)[CH2:33][CH2:32]1)[C:25]1[CH:30]=[CH:29][CH:28]=[CH:27][CH:26]=1.Cl[C:45]1[N:50]=[C:49](Cl)[C:48](F)=[CH:47]N=1. No catalyst specified. The product is [CH2:49]([N:50]1[CH2:45][CH2:9][N:8]([C:7]2[CH:6]=[CH:5][C:4]([NH:8][C:9]3[N:14]=[C:13]([NH:15][C:16]4[CH:21]=[CH:20][C:19]([N:34]5[CH2:33][CH2:32][N:31]([CH2:24][C:25]6[CH:26]=[CH:27][CH:28]=[CH:29][CH:30]=6)[CH2:36][CH2:35]5)=[CH:18][CH:17]=4)[C:12]([F:23])=[CH:11][N:10]=3)=[CH:3][CH:2]=2)[CH2:4][CH2:3]1)[C:48]1[CH:47]=[CH:2][CH:7]=[CH:6][CH:5]=1. The yield is 0.640. (2) The reactants are [C:1]1([N:7]2[C:11]3[CH:12]=[CH:13][CH:14]=[CH:15][C:10]=3[N:9]=[C:8]2[C@@H:16]([NH2:18])[CH3:17])[CH:6]=[CH:5][CH:4]=[CH:3][CH:2]=1.Cl.Cl[C:21]1[N:26]=[CH:25][N:24]=[C:23]([NH2:27])[CH:22]=1. The catalyst is O1CCOCC1. The product is [C:1]1([N:7]2[C:11]3[CH:12]=[CH:13][CH:14]=[CH:15][C:10]=3[N:9]=[C:8]2[C@@H:16]([NH:18][C:21]2[CH:22]=[C:23]([NH2:27])[N:24]=[CH:25][N:26]=2)[CH3:17])[CH:2]=[CH:3][CH:4]=[CH:5][CH:6]=1. The yield is 0.600. (3) The reactants are [C:1]([O:5][C:6](=[O:43])[N:7]([C@H:9]([C:11](=[O:42])[NH:12][C@@H:13]1[C:19](=[O:20])[N:18]([CH2:21][C:22]2[C:31]3[C:26](=[CH:27][C:28]([C:32](=[NH:35])[NH:33][OH:34])=[CH:29][CH:30]=3)[CH:25]=[CH:24][C:23]=2[O:36][CH3:37])[C:17]2[CH:38]=[CH:39][CH:40]=[CH:41][C:16]=2[CH2:15][CH2:14]1)[CH3:10])[CH3:8])([CH3:4])([CH3:3])[CH3:2].[CH:44](OCC)(OCC)OCC.CC(O)=O. The catalyst is CCO.O.[Cl-].[Na+].O. The product is [C:1]([O:5][C:6](=[O:43])[N:7]([C@H:9]([C:11](=[O:42])[NH:12][C@@H:13]1[C:19](=[O:20])[N:18]([CH2:21][C:22]2[C:31]3[C:26](=[CH:27][C:28]([C:32]4[N:35]=[CH:44][O:34][N:33]=4)=[CH:29][CH:30]=3)[CH:25]=[CH:24][C:23]=2[O:36][CH3:37])[C:17]2[CH:38]=[CH:39][CH:40]=[CH:41][C:16]=2[CH2:15][CH2:14]1)[CH3:10])[CH3:8])([CH3:2])([CH3:3])[CH3:4]. The yield is 0.520. (4) The reactants are [C:1]([O:5][C:6]1[CH:14]=[C:13]2[C:9]([CH:10]=[C:11]([C:15]([CH3:18])([CH3:17])[CH3:16])[NH:12]2)=[CH:8][C:7]=1[N+:19]([O-])=O)([CH3:4])([CH3:3])[CH3:2]. The catalyst is CO.[Ni]. The product is [C:1]([O:5][C:6]1[CH:14]=[C:13]2[C:9]([CH:10]=[C:11]([C:15]([CH3:18])([CH3:17])[CH3:16])[NH:12]2)=[CH:8][C:7]=1[NH2:19])([CH3:4])([CH3:3])[CH3:2]. The yield is 0.320.